This data is from Reaction yield outcomes from USPTO patents with 853,638 reactions. The task is: Predict the reaction yield, written as a fraction of the theoretical maximum amount of product (1.0 means a 100% yield; for example, 0.34 means a 34% yield). (1) The reactants are [NH2:1][C:2]1[CH:3]=[C:4]2[C:9](=[CH:10][CH:11]=1)[N:8]=[CH:7][CH:6]=[CH:5]2.[C:12]1([C:18]2[O:22][N:21]=[CH:20][C:19]=2[CH2:23][CH2:24][C:25](O)=[O:26])[CH:17]=[CH:16][CH:15]=[CH:14][CH:13]=1.O.ON1C2C=CC=CC=2N=N1.Cl.C(N=C=NCCCN(C)C)C. The catalyst is O.CN(C)C=O. The product is [N:8]1[C:9]2[C:4](=[CH:3][C:2]([NH:1][C:25](=[O:26])[CH2:24][CH2:23][C:19]3[CH:20]=[N:21][O:22][C:18]=3[C:12]3[CH:13]=[CH:14][CH:15]=[CH:16][CH:17]=3)=[CH:11][CH:10]=2)[CH:5]=[CH:6][CH:7]=1. The yield is 0.890. (2) The reactants are [C:1]([N:4]1[C:13]2[C:8](=[CH:9][C:10]([C:14]3[CH:23]=[CH:22][C:17]([C:18]([O:20]C)=[O:19])=[CH:16][CH:15]=3)=[CH:11][CH:12]=2)[C@H:7]([NH:24][C:25]([O:27][CH:28]([CH3:30])[CH3:29])=[O:26])[CH2:6][C@@H:5]1[CH3:31])(=[O:3])[CH3:2].[OH-].[Li+:33]. The catalyst is CO. The product is [C:1]([N:4]1[C:13]2[C:8](=[CH:9][C:10]([C:14]3[CH:23]=[CH:22][C:17]([C:18]([O-:20])=[O:19])=[CH:16][CH:15]=3)=[CH:11][CH:12]=2)[C@H:7]([NH:24][C:25]([O:27][CH:28]([CH3:30])[CH3:29])=[O:26])[CH2:6][C@@H:5]1[CH3:31])(=[O:3])[CH3:2].[Li+:33]. The yield is 1.00. (3) The reactants are [C:1]([N:8]1[CH2:13][CH2:12][NH:11][CH2:10][CH2:9]1)([O:3][C:4]([CH3:7])([CH3:6])[CH3:5])=[O:2].Br[C:15]1[CH:20]=[CH:19][C:18]([CH3:21])=[CH:17][C:16]=1[F:22]. No catalyst specified. The product is [C:4]([O:3][C:1]([N:8]1[CH2:9][CH2:10][N:11]([C:15]2[CH:20]=[CH:19][C:18]([CH3:21])=[CH:17][C:16]=2[F:22])[CH2:12][CH2:13]1)=[O:2])([CH3:7])([CH3:6])[CH3:5]. The yield is 0.400. (4) The reactants are [NH2:1][CH2:2][C@@H:3]1[C@H:6]([NH:7][C:8](=[O:35])/[C:9](=[N:23]\[O:24][C:25]([CH3:34])([CH3:33])[C:26]([O:28][C:29]([CH3:32])([CH3:31])[CH3:30])=[O:27])/[C:10]2[N:11]=[C:12]([NH:15][C:16]([O:18][C:19]([CH3:22])([CH3:21])[CH3:20])=[O:17])[S:13][CH:14]=2)[C:5](=[O:36])[NH:4]1.[CH3:37][Si:38]([CH3:49])([CH3:48])[CH2:39][CH2:40][O:41][CH2:42][O:43][CH2:44][C@@H:45]1[CH2:47][O:46]1. The catalyst is C(Cl)Cl. The product is [C:19]([O:18][C:16]([NH:15][C:12]1[S:13][CH:14]=[C:10](/[C:9](=[N:23]/[O:24][C:25]([CH3:34])([CH3:33])[C:26]([O:28][C:29]([CH3:32])([CH3:31])[CH3:30])=[O:27])/[C:8]([NH:7][C@@H:6]2[C:5](=[O:36])[NH:4][C@@H:3]2[CH2:2][NH:1][CH2:47][C@H:45]([OH:46])[CH2:44][O:43][CH2:42][O:41][CH2:40][CH2:39][Si:38]([CH3:49])([CH3:48])[CH3:37])=[O:35])[N:11]=1)=[O:17])([CH3:22])([CH3:21])[CH3:20]. The yield is 0.220. (5) The reactants are [CH2:1]1[C:10]2[C:5](=[CH:6][CH:7]=[CH:8][CH:9]=2)[CH2:4][CH2:3][NH:2]1.C(N(CC)CC)C.Cl[C:19]([O:21][C:22]1[CH:27]=[CH:26][C:25]([N+:28]([O-:30])=[O:29])=[CH:24][CH:23]=1)=[O:20]. The catalyst is ClCCl. The product is [N+:28]([C:25]1[CH:24]=[CH:23][C:22]([O:21][C:19]([N:2]2[C:1]3[C:10](=[CH:9][CH:8]=[CH:7][CH:6]=3)[CH2:5][CH2:4][CH2:3]2)=[O:20])=[CH:27][CH:26]=1)([O-:30])=[O:29]. The yield is 0.650. (6) The reactants are [N+:1]([C:4]1[CH:22]=[CH:21][C:7]([O:8][CH2:9][CH2:10][O:11][CH2:12][CH2:13][O:14][CH2:15][CH2:16][O:17][CH2:18][CH2:19][NH2:20])=[CH:6][CH:5]=1)([O-:3])=[O:2].C(N(CC)CC)C.[C:30](O[C:30]([O:32][C:33]([CH3:36])([CH3:35])[CH3:34])=[O:31])([O:32][C:33]([CH3:36])([CH3:35])[CH3:34])=[O:31]. The catalyst is ClCCl. The product is [N+:1]([C:4]1[CH:5]=[CH:6][C:7]([O:8][CH2:9][CH2:10][O:11][CH2:12][CH2:13][O:14][CH2:15][CH2:16][O:17][CH2:18][CH2:19][NH:20][C:30](=[O:31])[O:32][C:33]([CH3:36])([CH3:35])[CH3:34])=[CH:21][CH:22]=1)([O-:3])=[O:2]. The yield is 0.940. (7) The reactants are [F:1][CH:2]([F:34])[C:3]1[N:7]([C:8]2[N:13]=[C:12]([N:14]3[CH2:19][CH2:18][O:17][CH2:16][CH2:15]3)[N:11]=[C:10]([N:20]([CH3:27])[CH:21]3[CH2:26][CH2:25][NH:24][CH2:23][CH2:22]3)[N:9]=2)[C:6]2[CH:28]=[CH:29][CH:30]=[C:31]([O:32][CH3:33])[C:5]=2[N:4]=1.[CH3:35][S:36](Cl)(=[O:38])=[O:37]. No catalyst specified. The product is [F:34][CH:2]([F:1])[C:3]1[N:7]([C:8]2[N:13]=[C:12]([N:14]3[CH2:15][CH2:16][O:17][CH2:18][CH2:19]3)[N:11]=[C:10]([N:20]([CH3:27])[CH:21]3[CH2:26][CH2:25][N:24]([S:36]([CH3:35])(=[O:38])=[O:37])[CH2:23][CH2:22]3)[N:9]=2)[C:6]2[CH:28]=[CH:29][CH:30]=[C:31]([O:32][CH3:33])[C:5]=2[N:4]=1. The yield is 0.560. (8) The catalyst is C(Cl)Cl. The reactants are [CH3:1][C:2]([O:14][Si](C)(C)C)([CH3:13])[C:3]#[C:4][C:5]([C:7]1[CH:12]=[CH:11][N:10]=[CH:9][CH:8]=1)=[O:6].CC1C=CC(S(O)(=O)=O)=CC=1. The product is [OH:14][C:2]([CH3:13])([CH3:1])[C:3]#[C:4][C:5]([C:7]1[CH:8]=[CH:9][N:10]=[CH:11][CH:12]=1)=[O:6]. The yield is 0.970.